Dataset: Full USPTO retrosynthesis dataset with 1.9M reactions from patents (1976-2016). Task: Predict the reactants needed to synthesize the given product. (1) Given the product [Cl:1][C:2]1[CH:3]=[C:4]([N:9]2[C:18](=[O:19])[C:17]3[C:12](=[CH:13][CH:14]=[CH:15][CH:16]=3)[N:11]=[C:10]2[S:20][CH2:22][C:23]([NH:25][CH:26]2[C:34]3[C:29](=[CH:30][CH:31]=[CH:32][CH:33]=3)[CH2:28][CH2:27]2)=[O:24])[CH:5]=[CH:6][C:7]=1[Cl:8], predict the reactants needed to synthesize it. The reactants are: [Cl:1][C:2]1[CH:3]=[C:4]([N:9]2[C:18](=[O:19])[C:17]3[C:12](=[CH:13][CH:14]=[CH:15][CH:16]=3)[N:11]=[C:10]2[SH:20])[CH:5]=[CH:6][C:7]=1[Cl:8].Cl[CH2:22][C:23]([NH:25][CH:26]1[C:34]2[C:29](=[CH:30][CH:31]=[CH:32][CH:33]=2)[CH2:28][CH2:27]1)=[O:24]. (2) The reactants are: O[CH2:2][CH:3]1[CH:8]([NH:9][CH:10]([C:12]2[CH:17]=[CH:16][CH:15]=[CH:14][CH:13]=2)[CH3:11])[CH2:7][CH2:6][N:5]([C:18]([O:20][C:21]([CH3:24])([CH3:23])[CH3:22])=[O:19])[CH2:4]1.C(N(CC)CC)C.CS(Cl)(=O)=O.C(=O)([O-])[O-].[Cs+].[Cs+]. Given the product [C:12]1([CH:10]([N:9]2[CH2:2][CH:3]3[CH:8]2[CH2:7][CH2:6][N:5]([C:18]([O:20][C:21]([CH3:24])([CH3:23])[CH3:22])=[O:19])[CH2:4]3)[CH3:11])[CH:17]=[CH:16][CH:15]=[CH:14][CH:13]=1, predict the reactants needed to synthesize it. (3) Given the product [CH3:1][O:2][C:3]1[CH:8]=[C:7]([O:9][CH3:10])[CH:6]=[CH:5][C:4]=1[C:11]1[C:12](=[O:26])[O:13][C:14]2[C:19]([C:20]=1[CH2:21][CH2:22][O:23][CH3:24])=[CH:18][CH:17]=[C:16]([O:25][S:34]([C:37]([F:40])([F:39])[F:38])(=[O:35])=[O:33])[CH:15]=2, predict the reactants needed to synthesize it. The reactants are: [CH3:1][O:2][C:3]1[CH:8]=[C:7]([O:9][CH3:10])[CH:6]=[CH:5][C:4]=1[C:11]1[C:12](=[O:26])[O:13][C:14]2[C:19]([C:20]=1[CH2:21][CH2:22][O:23][CH3:24])=[CH:18][CH:17]=[C:16]([OH:25])[CH:15]=2.N1C=CC=CC=1.[O:33](S(C(F)(F)F)(=O)=O)[S:34]([C:37]([F:40])([F:39])[F:38])(=O)=[O:35].C(OCC)(=O)C. (4) Given the product [CH2:15]1[C@@H:20]([OH:21])[C@@H:19]([OH:22])[C@H:18]([OH:23])[CH2:17][C@@:16]1([C:25]([OH:27])=[O:26])[OH:24].[C:35]([O-:37])(=[O:36])[CH3:34], predict the reactants needed to synthesize it. The reactants are: O=O.O=C[C@@H]([C@H]([C@@H]([C@@H](CO)O)O)O)O.[CH2:15]1[C@@H:20]([OH:21])[C@@H:19]([OH:22])[C@H:18]([OH:23])[CH2:17][C@@:16]1([C:25]([OH:27])=[O:26])[OH:24].C1[C@:34](O)([C:35]([OH:37])=[O:36])CC(=O)[C@@H](O)[C@@H]1O. (5) Given the product [CH3:13][O:12][C:9]1[CH:10]=[C:11]2[C:6](=[CH:7][C:8]=1[O:14][CH3:15])[N:5]=[CH:4][CH:3]=[C:2]2[O:27][C:20]1[CH:21]=[CH:22][C:23]([O:25][CH3:26])=[CH:24][C:19]=1[C:17](=[O:18])[CH3:16], predict the reactants needed to synthesize it. The reactants are: Cl[C:2]1[C:11]2[C:6](=[CH:7][C:8]([O:14][CH3:15])=[C:9]([O:12][CH3:13])[CH:10]=2)[N:5]=[CH:4][CH:3]=1.[CH3:16][C:17]([C:19]1[CH:24]=[C:23]([O:25][CH3:26])[CH:22]=[CH:21][C:20]=1[OH:27])=[O:18]. (6) Given the product [O:32]1[CH2:33][CH2:34][N:29]([CH2:28][CH2:27][O:1][C:2]2[CH:7]=[CH:6][CH:5]=[CH:4][C:3]=2[C:8]2[CH:17]=[CH:16][C:15]3[C:10](=[C:11]([NH:18][C:19]([C:21]4[N:22]=[CH:23][S:24][CH:25]=4)=[O:20])[CH:12]=[CH:13][CH:14]=3)[N:9]=2)[CH2:30][CH2:31]1, predict the reactants needed to synthesize it. The reactants are: [OH:1][C:2]1[CH:7]=[CH:6][CH:5]=[CH:4][C:3]=1[C:8]1[CH:17]=[CH:16][C:15]2[C:10](=[C:11]([NH:18][C:19]([C:21]3[N:22]=[CH:23][S:24][CH:25]=3)=[O:20])[CH:12]=[CH:13][CH:14]=2)[N:9]=1.Cl[CH2:27][CH2:28][N:29]1[CH2:34][CH2:33][O:32][CH2:31][CH2:30]1.C(=O)([O-])[O-].[Cs+].[Cs+]. (7) Given the product [F:1][C:2]1[C:7]([F:8])=[CH:6][CH:5]=[CH:4][C:3]=1[C:9]1[N:17]=[C:12]2[CH:13]=[N:14][N:15]([CH2:19][C:20]3[O:24][N:23]=[C:22]([C:25]4[CH:30]=[CH:29][C:28]([O:31][CH2:32][CH2:33][CH3:34])=[CH:27][C:26]=4[F:35])[CH:21]=3)[CH:16]=[C:11]2[N:10]=1, predict the reactants needed to synthesize it. The reactants are: [F:1][C:2]1[C:7]([F:8])=[CH:6][CH:5]=[CH:4][C:3]=1[C:9]1[NH:17][C:12]2=[CH:13][N:14]=[N:15][CH:16]=[C:11]2[N:10]=1.Cl[CH2:19][C:20]1[O:24][N:23]=[C:22]([C:25]2[CH:30]=[CH:29][C:28]([O:31][CH2:32][CH2:33][CH3:34])=[CH:27][C:26]=2[F:35])[CH:21]=1. (8) Given the product [BrH:13].[C:1]1([N:7]2[CH2:8][CH2:9][N:10]=[C:12]2[NH2:11])[CH:6]=[CH:5][CH:4]=[CH:3][CH:2]=1, predict the reactants needed to synthesize it. The reactants are: [C:1]1([NH:7][CH2:8][CH2:9][NH2:10])[CH:6]=[CH:5][CH:4]=[CH:3][CH:2]=1.[N:11]#[C:12][Br:13].